From a dataset of Catalyst prediction with 721,799 reactions and 888 catalyst types from USPTO. Predict which catalyst facilitates the given reaction. Reactant: Cl[C:2]1[CH:7]=[C:6]([C:8]2[CH2:13][CH2:12][N:11]([C:14]([O:16][C:17]([CH3:20])([CH3:19])[CH3:18])=[O:15])[CH2:10][CH:9]=2)[CH:5]=[C:4]([N:21]([CH2:23][CH2:24][OH:25])[CH3:22])[N:3]=1.[CH3:26][C:27]1[CH:32]=[CH:31][N:30]=[C:29]([NH2:33])[CH:28]=1.CC(C)([O-])C.[Na+].C1(P(C2CCCCC2)C2C=CC=CC=2C2C(OC(C)C)=CC=CC=2OC(C)C)CCCCC1. Product: [OH:25][CH2:24][CH2:23][N:21]([CH3:22])[C:4]1[CH:5]=[C:6]([C:8]2[CH2:13][CH2:12][N:11]([C:14]([O:16][C:17]([CH3:18])([CH3:19])[CH3:20])=[O:15])[CH2:10][CH:9]=2)[CH:7]=[C:2]([NH:33][C:29]2[CH:28]=[C:27]([CH3:26])[CH:32]=[CH:31][N:30]=2)[N:3]=1. The catalyst class is: 12.